From a dataset of Full USPTO retrosynthesis dataset with 1.9M reactions from patents (1976-2016). Predict the reactants needed to synthesize the given product. (1) Given the product [CH2:1]([O:7][C:8]1[CH:15]=[CH:14][C:11]([CH:12]=[N+:20]([C:16]([CH3:19])([CH3:18])[CH3:17])[O-:21])=[CH:10][CH:9]=1)[CH2:2][CH2:3][CH2:4][CH2:5][CH3:6], predict the reactants needed to synthesize it. The reactants are: [CH2:1]([O:7][C:8]1[CH:15]=[CH:14][C:11]([CH:12]=O)=[CH:10][CH:9]=1)[CH2:2][CH2:3][CH2:4][CH2:5][CH3:6].[C:16]([NH:20][OH:21])([CH3:19])([CH3:18])[CH3:17]. (2) Given the product [CH2:25]([N:27]([C:38]1[CH:39]=[C:40]([C:44]2[CH:49]=[CH:48][C:47](/[CH:52]=[CH:20]/[C:21]([O:23][CH3:24])=[O:22])=[CH:46][CH:45]=2)[CH:41]=[CH:42][CH:43]=1)[C:28]([NH:30][CH2:31][CH2:32][CH2:33][CH2:34][CH2:35][CH2:36][CH3:37])=[O:29])[CH3:26], predict the reactants needed to synthesize it. The reactants are: C1(P(=[CH:20][C:21]([O:23][CH3:24])=[O:22])(C2C=CC=CC=2)C2C=CC=CC=2)C=CC=CC=1.[CH2:25]([N:27]([C:38]1[CH:39]=[C:40]([C:44]2[CH:49]=[CH:48][C:47](C=O)=[CH:46][CH:45]=2)[CH:41]=[CH:42][CH:43]=1)[C:28]([NH:30][CH2:31][CH2:32][CH2:33][CH2:34][CH2:35][CH2:36][CH3:37])=[O:29])[CH3:26].[C:52]1(C)C=CC=CC=1.